Dataset: Catalyst prediction with 721,799 reactions and 888 catalyst types from USPTO. Task: Predict which catalyst facilitates the given reaction. (1) Reactant: [C:1]1(=[O:12])[O:11][C@H:8]([CH2:9][OH:10])[C@@H:6]([OH:7])[C@H:4]([OH:5])[C@H:2]1[OH:3].O1CCCC1.CN1CCOCC1.[CH3:25][Si:26](Cl)([CH3:28])[CH3:27]. Product: [CH3:25][Si:26]([CH3:28])([CH3:27])[O:3][C@@H:2]1[C@@H:4]([O:5][Si:26]([CH3:28])([CH3:27])[CH3:25])[C@H:6]([O:7][Si:26]([CH3:28])([CH3:27])[CH3:25])[C@@H:8]([CH2:9][O:10][Si:26]([CH3:28])([CH3:27])[CH3:25])[O:11][C:1]1=[O:12]. The catalyst class is: 226. (2) Reactant: Cl[C:2]1[C:11]2[C:6](=[CH:7][C:8]([O:14][CH2:15][CH2:16][CH2:17][N:18]3[CH2:23][CH2:22][N:21]([CH3:24])[CH2:20][CH2:19]3)=[C:9]([O:12][CH3:13])[CH:10]=2)[N:5]=[CH:4][N:3]=1.C(=O)([O-])[O-].[K+].[K+].[OH:31][C:32]1[CH:41]=[C:40]2[C:35]([CH:36]=[CH:37][CH:38]=[N:39]2)=[CH:34][CH:33]=1.[OH-].[Na+]. Product: [CH3:13][O:12][C:9]1[CH:10]=[C:11]2[C:6](=[CH:7][C:8]=1[O:14][CH2:15][CH2:16][CH2:17][N:18]1[CH2:23][CH2:22][N:21]([CH3:24])[CH2:20][CH2:19]1)[N:5]=[CH:4][N:3]=[C:2]2[O:31][C:32]1[CH:41]=[C:40]2[C:35]([CH:36]=[CH:37][CH:38]=[N:39]2)=[CH:34][CH:33]=1. The catalyst class is: 3. (3) Reactant: [ClH:1].[CH2:2]([NH:9][S:10]([C:13]1[CH:14]=[CH:15][C:16]([CH3:60])=[C:17]([C:19]2[CH:24]=[CH:23][CH:22]=[C:21]([CH2:25][C@H:26]([NH:42][C:43]([C@H:45]3[CH2:50][CH2:49][C@H:48]([CH2:51][NH:52]C(=O)OC(C)(C)C)[CH2:47][CH2:46]3)=[O:44])[C:27](=[O:41])[NH:28][C:29]3[CH:34]=[CH:33][C:32]([C:35]4[NH:39][C:38](=[O:40])[O:37][N:36]=4)=[CH:31][CH:30]=3)[CH:20]=2)[CH:18]=1)(=[O:12])=[O:11])[C:3]1[CH:8]=[CH:7][CH:6]=[CH:5][CH:4]=1.C(#N)C. Product: [ClH:1].[NH2:52][CH2:51][C@H:48]1[CH2:47][CH2:46][C@H:45]([C:43]([NH:42][C@@H:26]([CH2:25][C:21]2[CH:20]=[C:19]([C:17]3[CH:18]=[C:13]([S:10](=[O:11])(=[O:12])[NH:9][CH2:2][C:3]4[CH:8]=[CH:7][CH:6]=[CH:5][CH:4]=4)[CH:14]=[CH:15][C:16]=3[CH3:60])[CH:24]=[CH:23][CH:22]=2)[C:27](=[O:41])[NH:28][C:29]2[CH:34]=[CH:33][C:32]([C:35]3[NH:39][C:38](=[O:40])[O:37][N:36]=3)=[CH:31][CH:30]=2)=[O:44])[CH2:50][CH2:49]1. The catalyst class is: 12.